Dataset: Forward reaction prediction with 1.9M reactions from USPTO patents (1976-2016). Task: Predict the product of the given reaction. (1) Given the reactants C([O:5][C:6](=[O:37])[CH2:7][N:8]([S:26]([C:29]1[CH:34]=[C:33]([Cl:35])[CH:32]=[C:31]([Cl:36])[CH:30]=1)(=[O:28])=[O:27])[C:9]1[CH:10]=[C:11]2[C:15](=[CH:16][CH:17]=1)[N:14]([C:18]1[CH:23]=[C:22]([Cl:24])[N:21]=[C:20]([Cl:25])[N:19]=1)[CH:13]=[CH:12]2)(C)(C)C.FC(F)(F)C(O)=O, predict the reaction product. The product is: [Cl:35][C:33]1[CH:34]=[C:29]([S:26]([N:8]([CH2:7][C:6]([OH:37])=[O:5])[C:9]2[CH:10]=[C:11]3[C:15](=[CH:16][CH:17]=2)[N:14]([C:18]2[CH:23]=[C:22]([Cl:24])[N:21]=[C:20]([Cl:25])[N:19]=2)[CH:13]=[CH:12]3)(=[O:28])=[O:27])[CH:30]=[C:31]([Cl:36])[CH:32]=1. (2) Given the reactants [OH:1][C:2]1[C:10]([C:11]([F:14])([F:13])[F:12])=[CH:9][CH:8]=[CH:7][C:3]=1[C:4](O)=[O:5].[C:15](=O)([O-])[O-].[K+].[K+].S([O:26][CH3:27])(OC)(=O)=O.O, predict the reaction product. The product is: [CH3:15][O:1][C:2]1[C:10]([C:11]([F:14])([F:13])[F:12])=[CH:9][CH:8]=[CH:7][C:3]=1[C:4]([O:26][CH3:27])=[O:5]. (3) Given the reactants [Br-].[F:2][C:3]([F:8])([F:7])[C:4]([Zn+])=[CH2:5].[Cl:9][C:10]1[CH:15]=[CH:14][C:13](I)=[CH:12][C:11]=1[C:17]([F:20])([F:19])[F:18].CCCCCC, predict the reaction product. The product is: [Cl:9][C:10]1[CH:15]=[CH:14][C:13]([C:4]([C:3]([F:8])([F:7])[F:2])=[CH2:5])=[CH:12][C:11]=1[C:17]([F:20])([F:19])[F:18]. (4) Given the reactants [F:1][C:2]1[CH:7]=[CH:6][CH:5]=[CH:4][C:3]=1[N:8]1[C:12]2=[N:13][C:14]([CH3:18])=[N:15][C:16]([NH2:17])=[C:11]2[CH:10]=[N:9]1.[CH3:19][C:20]([C:30]1[C:38]2[O:37][CH2:36][CH2:35][C:34]=2[CH:33]=[CH:32][CH:31]=1)([CH3:29])[CH2:21][C:22]1([C:25]([F:28])([F:27])[F:26])[CH2:24][O:23]1.CC(C)([O-])C.[K+], predict the reaction product. The product is: [O:37]1[C:38]2[C:30]([C:20]([CH3:29])([CH3:19])[CH2:21][C:22]([CH2:24][NH:17][C:16]3[N:15]=[C:14]([CH3:18])[N:13]=[C:12]4[N:8]([C:3]5[CH:4]=[CH:5][CH:6]=[CH:7][C:2]=5[F:1])[N:9]=[CH:10][C:11]=34)([OH:23])[C:25]([F:27])([F:28])[F:26])=[CH:31][CH:32]=[CH:33][C:34]=2[CH2:35][CH2:36]1. (5) The product is: [OH:11][C@@H:12]1[N:42]([C:43]([O:44][CH2:45][CH:46]=[CH2:47])=[O:48])[C:24]2[CH:25]=[C:26]([O:31][Si:32]([CH:39]([CH3:40])[CH3:41])([CH:33]([CH3:34])[CH3:35])[CH:36]([CH3:38])[CH3:37])[C:27]([O:29][CH3:30])=[CH:28][C:23]=2[C:21](=[O:22])[N:14]2[CH:15]=[C:16](/[CH:18]=[CH:19]/[CH3:20])[CH2:17][C@@H:13]12. Given the reactants CS(C)=O.C(Cl)(=O)C(Cl)=O.[OH:11][CH2:12][C@@H:13]1[CH2:17][C:16](/[CH:18]=[CH:19]/[CH3:20])=[CH:15][N:14]1[C:21]([C:23]1[CH:28]=[C:27]([O:29][CH3:30])[C:26]([O:31][Si:32]([CH:39]([CH3:41])[CH3:40])([CH:36]([CH3:38])[CH3:37])[CH:33]([CH3:35])[CH3:34])=[CH:25][C:24]=1[NH:42][C:43](=[O:48])[O:44][CH2:45][CH:46]=[CH2:47])=[O:22].C(N(CC)CC)C, predict the reaction product. (6) Given the reactants [CH:1]([C:4]1[CH:9]=[CH:8][CH:7]=[C:6]([CH:10]([CH3:12])[CH3:11])[C:5]=1[NH:13][C:14]([N:16]1[CH:25]([C:26]([OH:28])=O)[CH2:24][C:23]2[C:18](=[CH:19][CH:20]=[CH:21][CH:22]=2)[CH2:17]1)=[O:15])([CH3:3])[CH3:2].Cl.C(N=C=NCCCN(C)C)C.[NH:41]1[CH2:46][CH2:45][CH2:44][CH2:43][CH2:42]1, predict the reaction product. The product is: [CH:10]([C:6]1[CH:7]=[CH:8][CH:9]=[C:4]([CH:1]([CH3:2])[CH3:3])[C:5]=1[NH:13][C:14]([N:16]1[CH:25]([C:26]([N:41]2[CH2:46][CH2:45][CH2:44][CH2:43][CH2:42]2)=[O:28])[CH2:24][C:23]2[C:18](=[CH:19][CH:20]=[CH:21][CH:22]=2)[CH2:17]1)=[O:15])([CH3:11])[CH3:12].